Dataset: Full USPTO retrosynthesis dataset with 1.9M reactions from patents (1976-2016). Task: Predict the reactants needed to synthesize the given product. (1) Given the product [C:1]([O:5][C:6](=[O:7])[NH:8][C@H:9]([CH2:14][C:15]1[CH:20]=[C:19]([F:21])[CH:18]=[CH:17][C:16]=1[F:22])[CH2:10][C:11]([NH:46][NH:45][C:47]1[C:56]2[C:51](=[CH:52][CH:53]=[CH:54][CH:55]=2)[CH:50]=[CH:49][N:48]=1)=[O:13])([CH3:2])([CH3:3])[CH3:4], predict the reactants needed to synthesize it. The reactants are: [C:1]([O:5][C:6]([NH:8][C@H:9]([CH2:14][C:15]1[CH:20]=[C:19]([F:21])[CH:18]=[CH:17][C:16]=1[F:22])[CH2:10][C:11]([OH:13])=O)=[O:7])([CH3:4])([CH3:3])[CH3:2].Cl.CN(C)CCCN=C=NCC.ON1C2C=CC=CC=2N=N1.[NH:45]([C:47]1[C:56]2[C:51](=[CH:52][CH:53]=[CH:54][CH:55]=2)[CH:50]=[CH:49][N:48]=1)[NH2:46].C(N(CC)C(C)C)(C)C. (2) Given the product [CH3:1][S:2]([N:5]1[CH2:10][CH2:9][C:8]2[N:11]([CH2:24][CH2:25][CH2:26][N:40]3[CH2:41][CH2:42][N:37]([C:32]4[CH:33]=[CH:34][CH:35]=[CH:36][C:31]=4[N+:28]([O-:30])=[O:29])[CH2:38][CH2:39]3)[N:12]=[C:13]([C:14]3[CH:19]=[CH:18][C:17]([C:20]([F:23])([F:22])[F:21])=[CH:16][CH:15]=3)[C:7]=2[CH2:6]1)(=[O:4])=[O:3], predict the reactants needed to synthesize it. The reactants are: [CH3:1][S:2]([N:5]1[CH2:10][CH2:9][C:8]2[N:11]([CH2:24][CH2:25][CH:26]=O)[N:12]=[C:13]([C:14]3[CH:19]=[CH:18][C:17]([C:20]([F:23])([F:22])[F:21])=[CH:16][CH:15]=3)[C:7]=2[CH2:6]1)(=[O:4])=[O:3].[N+:28]([C:31]1[CH:36]=[CH:35][CH:34]=[CH:33][C:32]=1[N:37]1[CH2:42][CH2:41][NH:40][CH2:39][CH2:38]1)([O-:30])=[O:29].CC(O)=O.[BH-](OC(C)=O)(OC(C)=O)OC(C)=O.[Na+].C([O-])(O)=O.[Na+]. (3) Given the product [C:1]([CH:3]1[CH2:6][CH:5]([C:7]([O:9][CH3:10])=[O:8])[CH2:4]1)#[CH:13], predict the reactants needed to synthesize it. The reactants are: [CH:1]([CH:3]1[CH2:6][CH:5]([C:7]([O:9][CH3:10])=[O:8])[CH2:4]1)=O.[N+](=[C:13](P(=O)(OC)OC)C(=O)C)=[N-].C(=O)([O-])[O-].[K+].[K+]. (4) Given the product [F:1][C:2]1[CH:7]=[CH:6][C:5]([C:8]2[N:9]=[C:10]3[C:15]([CH3:16])=[N:14][CH:13]=[CH:12][N:11]3[C:17]=2[C:18]2[CH:23]=[CH:22][N:21]=[C:20]([NH:28][CH2:29][C:30]([CH3:34])([CH3:33])[CH2:31][OH:32])[N:19]=2)=[CH:4][CH:3]=1, predict the reactants needed to synthesize it. The reactants are: [F:1][C:2]1[CH:7]=[CH:6][C:5]([C:8]2[N:9]=[C:10]3[C:15]([CH3:16])=[N:14][CH:13]=[CH:12][N:11]3[C:17]=2[C:18]2[CH:23]=[CH:22][N:21]=[C:20](S(C)(=O)=O)[N:19]=2)=[CH:4][CH:3]=1.[NH2:28][CH2:29][C:30]([CH3:34])([CH3:33])[CH2:31][OH:32]. (5) Given the product [NH:15]([N:14]=[CH:13][CH2:12][C@H:11]1[C:10](=[O:19])[N:9]([C:20]2[CH:25]=[CH:24][CH:23]=[CH:22][N:21]=2)[C@@H:8]1[C:26]([OH:28])=[O:27])[C:16]([NH2:18])=[NH:17], predict the reactants needed to synthesize it. The reactants are: COC1C=CC(C[C@@:8]2([C:26]([O-:28])=[O:27])[C@@H:11]([CH2:12][CH:13]=[N:14][NH:15][C:16]([NH2:18])=[NH:17])[C:10](=[O:19])[N:9]2[C:20]2[CH:25]=[CH:24][CH:23]=[CH:22][N:21]=2)=CC=1.C(O)(C(F)(F)F)=O.C(Cl)Cl.